Dataset: Forward reaction prediction with 1.9M reactions from USPTO patents (1976-2016). Task: Predict the product of the given reaction. (1) Given the reactants [CH3:1][C:2]1([CH3:11])[CH2:7][CH2:6][CH2:5][CH:4]([CH:8]([OH:10])[CH3:9])[CH2:3]1.[C:12](O)(=[O:16])[CH:13]([CH3:15])[OH:14], predict the reaction product. The product is: [OH:14][CH:13]([CH3:15])[C:12]([O:10][CH:8]([CH:4]1[CH2:5][CH2:6][CH2:7][C:2]([CH3:1])([CH3:11])[CH2:3]1)[CH3:9])=[O:16]. (2) Given the reactants [C:1]([C:5]1[CH:10]=[CH:9][C:8]([S:11]([N:14]([CH2:22][C:23](O)=[O:24])[C:15]2[CH:20]=[CH:19][C:18]([CH3:21])=[CH:17][CH:16]=2)(=[O:13])=[O:12])=[CH:7][CH:6]=1)([CH3:4])([CH3:3])[CH3:2].[CH2:26]([NH:33][CH2:34][CH2:35][CH2:36][CH2:37][OH:38])[C:27]1[CH:32]=[CH:31][CH:30]=[CH:29][CH:28]=1, predict the reaction product. The product is: [CH2:26]([N:33]([CH2:34][CH2:35][CH2:36][CH2:37][OH:38])[C:23](=[O:24])[CH2:22][N:14]([S:11]([C:8]1[CH:7]=[CH:6][C:5]([C:1]([CH3:3])([CH3:4])[CH3:2])=[CH:10][CH:9]=1)(=[O:13])=[O:12])[C:15]1[CH:16]=[CH:17][C:18]([CH3:21])=[CH:19][CH:20]=1)[C:27]1[CH:32]=[CH:31][CH:30]=[CH:29][CH:28]=1. (3) Given the reactants ClC1C=CC(C2C3C=C(OCC(O)=O)C=CC=3N3C(C)=NN=C3[C@H](CC(NCC)=O)N=2)=CC=1.[Cl:34][C:35]1[CH:40]=[CH:39][C:38]([C:41]2[C:47]3[CH:48]=[C:49]([O:52][CH2:53][CH2:54][CH2:55][CH2:56][C:57]([O:59]CC)=[O:58])[CH:50]=[CH:51][C:46]=3[N:45]3[C:62]([CH3:65])=[N:63][N:64]=[C:44]3[C@H:43]([CH2:66][C:67]([NH:69][CH2:70][CH3:71])=[O:68])[N:42]=2)=[CH:37][CH:36]=1, predict the reaction product. The product is: [Cl:34][C:35]1[CH:36]=[CH:37][C:38]([C:41]2[C:47]3[CH:48]=[C:49]([O:52][CH2:53][CH2:54][CH2:55][CH2:56][C:57]([OH:59])=[O:58])[CH:50]=[CH:51][C:46]=3[N:45]3[C:62]([CH3:65])=[N:63][N:64]=[C:44]3[C@H:43]([CH2:66][C:67]([NH:69][CH2:70][CH3:71])=[O:68])[N:42]=2)=[CH:39][CH:40]=1. (4) Given the reactants Br[C:2]1[CH:3]=[C:4]([CH:8]=[CH:9][CH:10]=1)[C:5]([NH2:7])=[O:6].[OH:11][C:12]1[CH:13]=[C:14](B(O)O)[CH:15]=[CH:16][CH:17]=1.C([O-])([O-])=O.[K+].[K+].Cl, predict the reaction product. The product is: [OH:11][C:12]1[CH:17]=[C:16]([C:2]2[CH:10]=[CH:9][CH:8]=[C:4]([C:5]([NH2:7])=[O:6])[CH:3]=2)[CH:15]=[CH:14][CH:13]=1.